This data is from Reaction yield outcomes from USPTO patents with 853,638 reactions. The task is: Predict the reaction yield, written as a fraction of the theoretical maximum amount of product (1.0 means a 100% yield; for example, 0.34 means a 34% yield). (1) The reactants are [CH:1]([NH2:3])=[O:2].[H-].[Na+].C(OC([C:11]1[N:15]2[CH:16]=[C:17]([C:20]3[C:24]([C:25]4[CH:30]=[CH:29][CH:28]=[C:27]([CH3:31])[N:26]=4)=[N:23][N:22]4[CH2:32][CH2:33][CH2:34][C:21]=34)[CH:18]=[CH:19][C:14]2=[N:13][CH:12]=1)=O)C. The catalyst is CN(C=O)C.C(OCC)(=O)C.C(=O)(O)[O-].[Na+]. The product is [CH3:31][C:27]1[N:26]=[C:25]([C:24]2[C:20]([C:17]3[CH:18]=[CH:19][C:14]4[N:15]([C:11]([C:1]([NH2:3])=[O:2])=[CH:12][N:13]=4)[CH:16]=3)=[C:21]3[CH2:34][CH2:33][CH2:32][N:22]3[N:23]=2)[CH:30]=[CH:29][CH:28]=1. The yield is 0.990. (2) The reactants are [NH2:1][C:2]1[N:6]([C:7]2[CH:8]=[CH:9][C:10]([O:15][CH3:16])=[C:11]([CH:14]=2)[C:12]#[N:13])[N:5]=[C:4]([NH:17][C:18]2[CH:23]=[CH:22][CH:21]=[CH:20][CH:19]=2)[N:3]=1.C([O-])([O-])=[O:25].[K+].[K+].OO.C([O-])([O-])=O.[Na+].[Na+]. The catalyst is CS(C)=O.O. The product is [NH2:1][C:2]1[N:6]([C:7]2[CH:8]=[CH:9][C:10]([O:15][CH3:16])=[C:11]([CH:14]=2)[C:12]([NH2:13])=[O:25])[N:5]=[C:4]([NH:17][C:18]2[CH:19]=[CH:20][CH:21]=[CH:22][CH:23]=2)[N:3]=1. The yield is 0.850.